Dataset: Full USPTO retrosynthesis dataset with 1.9M reactions from patents (1976-2016). Task: Predict the reactants needed to synthesize the given product. (1) Given the product [CH3:1][CH2:2][C@H:3]1[O:18][C:16](=[O:17])[C@H:15]([CH3:19])[C@@H:14]([O:20][C@@H:21]2[O:26][C@@H:25]([CH3:27])[C@H:24]([OH:28])[C@@:23]([O:30][CH3:31])([CH3:29])[CH2:22]2)[C@H:13]([CH3:32])[C@@H:12]([O:33][C@@H:34]2[O:39][C@H:38]([CH3:40])[CH2:37][C@H:36]([NH:41][CH3:42])[C@H:35]2[OH:44])[C@@:11]([OH:46])([CH3:45])[CH2:10][C@@H:9]([CH3:47])[CH2:8][N:7]([CH3:48])[C@H:6]([CH3:49])[C@@H:5]([OH:50])[C@@:4]1([OH:52])[CH3:51], predict the reactants needed to synthesize it. The reactants are: [CH3:1][CH2:2][C@H:3]1[O:18][C:16](=[O:17])[C@H:15]([CH3:19])[C@@H:14]([O:20][C@@H:21]2[O:26][C@@H:25]([CH3:27])[C@H:24]([OH:28])[C@@:23]([O:30][CH3:31])([CH3:29])[CH2:22]2)[C@H:13]([CH3:32])[C@@H:12]([O:33][C@@H:34]2[O:39][C@H:38]([CH3:40])[CH2:37][C@H:36]([N:41](C)[CH3:42])[C@H:35]2[OH:44])[C@@:11]([OH:46])([CH3:45])[CH2:10][C@@H:9]([CH3:47])[CH2:8][N:7]([CH3:48])[C@H:6]([CH3:49])[C@@H:5]([OH:50])[C@@:4]1([OH:52])[CH3:51].C([O-])(=O)C.[Na+].II.[OH-].[Na+].C(Cl)Cl.CO.[NH4+].[OH-].[NH4+].[OH-]. (2) Given the product [CH3:92][O:93][C:27]1[C:26]([O:25][C:24]2[CH:23]=[C:22]([NH:21][C:52](=[O:55])[CH:91]=[CH2:86])[CH:51]=[CH:50][CH:49]=2)=[N:31][C:30]([NH:9][C:6]2[CH:5]=[CH:4][C:3]([N:2]([CH3:1])[C@H:10]3[CH2:14][CH2:13][N:12]([CH2:15][CH2:16][S:17]([CH3:20])(=[O:18])=[O:19])[CH2:11]3)=[CH:8][CH:7]=2)=[N:29][CH:28]=1, predict the reactants needed to synthesize it. The reactants are: [CH3:1][N:2]([C@H:10]1[CH2:14][CH2:13][N:12]([CH2:15][CH2:16][S:17]([CH3:20])(=[O:19])=[O:18])[CH2:11]1)[C:3]1[CH:8]=[CH:7][C:6]([NH2:9])=[CH:5][CH:4]=1.[NH2:21][C:22]1[CH:23]=[C:24]([CH:49]=[CH:50][CH:51]=1)[O:25][C:26]1[C:27]2C=CN[C:28]=2[N:29]=[C:30](NC2C=C(F)C(OCCOC)=C(F)C=2)[N:31]=1.[C:52]([O-:55])([O-])=O.[K+].[K+].C1(P([CH:86]2[CH2:91]CCCC2)C2C=CC=CC=2C2C(C(C)C)=CC(C(C)C)=CC=2C(C)C)CCCCC1.[CH3:92][OH:93]. (3) Given the product [N+:17]([C:14]1[CH:15]=[CH:16][C:11]([N:8]2[CH2:9][CH2:10][CH:6]([N:8]3[CH2:9][CH2:10][CH2:6][CH2:7]3)[CH2:7]2)=[CH:12][CH:13]=1)([O-:19])=[O:18], predict the reactants needed to synthesize it. The reactants are: CS(O[CH:6]1[CH2:10][CH2:9][N:8]([C:11]2[CH:16]=[CH:15][C:14]([N+:17]([O-:19])=[O:18])=[CH:13][CH:12]=2)[CH2:7]1)(=O)=O. (4) Given the product [NH2:32][CH2:31][C@H:29]1[O:28][C:27](=[O:40])[N:26]([CH2:25][C@@H:17]2[C@H:16]([NH:15][C:13](=[O:14])/[C:12](=[N:11]\[O:10][C:7]([CH3:8])([CH3:9])[C:6]([OH:54])=[O:5])/[C:41]3[N:42]=[C:43]([NH2:46])[S:44][CH:45]=3)[C:19](=[O:20])[N:18]2[S:21]([OH:24])(=[O:22])=[O:23])[CH2:30]1, predict the reactants needed to synthesize it. The reactants are: C([O:5][C:6](=[O:54])[C:7]([O:10]/[N:11]=[C:12](/[C:41]1[N:42]=[C:43]([NH:46]C(OC(C)(C)C)=O)[S:44][CH:45]=1)\[C:13]([NH:15][C@@H:16]1[C:19](=[O:20])[N:18]([S:21]([OH:24])(=[O:23])=[O:22])[C@@H:17]1[CH2:25][N:26]1[CH2:30][C@@H:29]([CH2:31][NH:32]C(OC(C)(C)C)=O)[O:28][C:27]1=[O:40])=[O:14])([CH3:9])[CH3:8])(C)(C)C.C(O)(C(F)(F)F)=O. (5) Given the product [CH3:26][O:25][CH2:24][CH:23]([NH:22][C:20]([N:7]1[CH2:8][C:9](=[O:19])[NH:10][C:5]2[CH:4]=[CH:3][C:2]([CH3:40])=[N:38][C:6]1=2)=[O:21])[C:27]1[CH:28]=[CH:29][C:30]([O:33][C:34]([F:35])([F:37])[F:36])=[CH:31][CH:32]=1, predict the reactants needed to synthesize it. The reactants are: Cl[C:2]1[CH:3]=[CH:4][C:5]2[N:10](COCC[Si](C)(C)C)[C:9](=[O:19])[CH2:8][N:7]([C:20]([NH:22][CH:23]([C:27]3[CH:32]=[CH:31][C:30]([O:33][C:34]([F:37])([F:36])[F:35])=[CH:29][CH:28]=3)[CH2:24][O:25][CH3:26])=[O:21])[C:6]=2[N:38]=1.O.[CH3:40]B1OB(C)OB(C)O1.C(=O)([O-])[O-].[Cs+].[Cs+].